From a dataset of Forward reaction prediction with 1.9M reactions from USPTO patents (1976-2016). Predict the product of the given reaction. Given the reactants [CH3:1][O:2][C:3](=[O:32])[CH2:4][CH2:5][CH2:6][CH2:7][CH2:8][O:9][C:10]1[C:11]([NH2:31])=[CH:12][C:13]2[N:17]=[C:16]([C:18]3[CH:23]=[CH:22][CH:21]=[CH:20][CH:19]=3)[N:15]([C:24]3[CH:29]=[CH:28][CH:27]=[CH:26][CH:25]=3)[C:14]=2[CH:30]=1.[Cl:33][C:34]1[CH:39]=[CH:38][C:37]([S:40](Cl)(=[O:42])=[O:41])=[CH:36][CH:35]=1, predict the reaction product. The product is: [CH3:1][O:2][C:3](=[O:32])[CH2:4][CH2:5][CH2:6][CH2:7][CH2:8][O:9][C:10]1[C:11]([NH:31][S:40]([C:37]2[CH:38]=[CH:39][C:34]([Cl:33])=[CH:35][CH:36]=2)(=[O:42])=[O:41])=[CH:12][C:13]2[N:17]=[C:16]([C:18]3[CH:19]=[CH:20][CH:21]=[CH:22][CH:23]=3)[N:15]([C:24]3[CH:29]=[CH:28][CH:27]=[CH:26][CH:25]=3)[C:14]=2[CH:30]=1.